From a dataset of Forward reaction prediction with 1.9M reactions from USPTO patents (1976-2016). Predict the product of the given reaction. (1) Given the reactants O=C1NC2C=C(CN3CCN(C4C=CC(C(O)=O)=CC=4)CC3)C=NC=2N2CCCC[C@@H]12.[O:32]=[C:33]1[NH:38][C:37]2[CH:39]=[C:40]([CH2:43][N:44]3[CH2:49][CH2:48][N:47]([C:50]4[CH:60]=[CH:59][C:53]([C:54]([O:56]CC)=[O:55])=[CH:52][N:51]=4)[CH2:46][CH2:45]3)[CH:41]=[N:42][C:36]=2[N:35]2[CH2:61][CH2:62][CH2:63][CH2:64][C@@H:34]12, predict the reaction product. The product is: [O:32]=[C:33]1[NH:38][C:37]2[CH:39]=[C:40]([CH2:43][N:44]3[CH2:45][CH2:46][N:47]([C:50]4[CH:60]=[CH:59][C:53]([C:54]([OH:56])=[O:55])=[CH:52][N:51]=4)[CH2:48][CH2:49]3)[CH:41]=[N:42][C:36]=2[N:35]2[CH2:61][CH2:62][CH2:63][CH2:64][C@@H:34]12. (2) Given the reactants [CH3:1][O:2][C:3](=[O:26])[C@@H:4]([N:18]1[CH2:23][CH2:22][NH:21][C@@H:20]([CH3:24])[C:19]1=[O:25])[CH2:5][CH2:6][C:7]([N:9]1[CH2:16][CH2:15][C:12]2([CH2:14][CH2:13]2)[C@H:11]([OH:17])[CH2:10]1)=[O:8].CN1CCOCC1.[Cl:34][C:35]1[CH:40]=[C:39]([N:41]=[C:42]=[O:43])[CH:38]=[CH:37][C:36]=1[O:44][C:45]([F:48])([F:47])[F:46], predict the reaction product. The product is: [CH3:1][O:2][C:3](=[O:26])[C@@H:4]([N:18]1[CH2:23][CH2:22][N:21]([C:42](=[O:43])[NH:41][C:39]2[CH:38]=[CH:37][C:36]([O:44][C:45]([F:47])([F:48])[F:46])=[C:35]([Cl:34])[CH:40]=2)[C@@H:20]([CH3:24])[C:19]1=[O:25])[CH2:5][CH2:6][C:7]([N:9]1[CH2:16][CH2:15][C:12]2([CH2:14][CH2:13]2)[C@H:11]([OH:17])[CH2:10]1)=[O:8]. (3) Given the reactants [O:1]1[CH2:5][CH2:4][CH2:3][CH2:2]1.C[Mg]Br.[CH3:9][CH:10]([CH3:14])[CH2:11]C#C.O1CCCC1.C1OC1.[Cl-].[NH4+], predict the reaction product. The product is: [CH3:9][CH:10]([CH3:14])[CH2:11][C:5]#[C:4][CH2:3][CH2:2][OH:1]. (4) Given the reactants B(O)O.Br[C:5]1[N:10]=[C:9]([CH:11]=[O:12])[CH:8]=[CH:7][CH:6]=1.[F:13][C:14]([F:25])([F:24])[C:15]1[CH:20]=[CH:19][CH:18]=[CH:17][C:16]=1B(O)O, predict the reaction product. The product is: [F:13][C:14]([F:25])([F:24])[C:15]1[CH:20]=[CH:19][CH:18]=[CH:17][C:16]=1[C:5]1[N:10]=[C:9]([CH:11]=[O:12])[CH:8]=[CH:7][CH:6]=1.